From a dataset of Full USPTO retrosynthesis dataset with 1.9M reactions from patents (1976-2016). Predict the reactants needed to synthesize the given product. (1) Given the product [F:25][C:23]1([F:26])[O:22][C:21]2[CH:27]=[CH:28][C:18]([C:15]3([C:13]([NH:12][C:4]4[N:3]=[C:2]([C:37]5[CH:45]=[C:44]6[C:40](=[CH:39][CH:38]=5)[CH2:41][NH:42][C:43]6=[O:46])[C:11]5[C:6]([CH:5]=4)=[CH:7][CH:8]=[CH:9][CH:10]=5)=[O:14])[CH2:17][CH2:16]3)=[CH:19][C:20]=2[O:24]1, predict the reactants needed to synthesize it. The reactants are: Br[C:2]1[C:11]2[C:6](=[CH:7][CH:8]=[CH:9][CH:10]=2)[CH:5]=[C:4]([NH:12][C:13]([C:15]2([C:18]3[CH:28]=[CH:27][C:21]4[O:22][C:23]([F:26])([F:25])[O:24][C:20]=4[CH:19]=3)[CH2:17][CH2:16]2)=[O:14])[N:3]=1.CC1(C)C(C)(C)OC([C:37]2[CH:45]=[C:44]3[C:40]([CH2:41][NH:42][C:43]3=[O:46])=[CH:39][CH:38]=2)O1.C(=O)([O-])[O-].[Na+].[Na+]. (2) Given the product [OH:2][C:3]1[CH:8]=[CH:7][CH:6]=[CH:5][C:4]=1[S:9][CH2:10][CH2:11][CH2:12][CH2:13][CH2:14][CH2:15][CH2:33][CH2:34][CH2:35][C:36]([OH:38])=[O:37], predict the reactants needed to synthesize it. The reactants are: C[O:2][C:3]1[CH:8]=[CH:7][CH:6]=[CH:5][C:4]=1[S:9][CH2:10][CH2:11][CH2:12][CH2:13][CH2:14][C:15](O)=O.OC1C=CC=CC=1S.BrCCCCCC[CH2:33][CH2:34][CH2:35][C:36]([O:38]CC)=[O:37].[OH-].[K+].[OH-].[Na+]. (3) Given the product [OH:30][C@@H:27]([CH2:28][OH:29])[CH2:26][NH:25][C:7](=[O:9])[C:6]1[CH:10]=[CH:11][C:3]([O:2][CH3:1])=[C:4](/[CH:12]=[CH:13]/[C:14]2[CH:15]=[CH:16][C:17]([O:20][C:21]([F:24])([F:23])[F:22])=[CH:18][CH:19]=2)[CH:5]=1, predict the reactants needed to synthesize it. The reactants are: [CH3:1][O:2][C:3]1[CH:11]=[CH:10][C:6]([C:7]([OH:9])=O)=[CH:5][C:4]=1/[CH:12]=[CH:13]/[C:14]1[CH:19]=[CH:18][C:17]([O:20][C:21]([F:24])([F:23])[F:22])=[CH:16][CH:15]=1.[NH2:25][CH2:26][C@@H:27]([OH:30])[CH2:28][OH:29]. (4) Given the product [CH2:11]([O:13][C:14](=[O:46])[CH2:15][C:16]1([CH2:19][CH2:20][CH:21]([CH2:34][CH2:35][C:36]2[CH:37]=[CH:38][C:39]([C:42]([O:44][CH3:45])=[O:43])=[CH:40][CH:41]=2)[C:22]([OH:24])=[O:23])[CH2:18][CH2:17]1)[CH3:12], predict the reactants needed to synthesize it. The reactants are: C(N(CC)CC)C.C(O)=O.[CH2:11]([O:13][C:14](=[O:46])[CH2:15][C:16]1([CH2:19][CH2:20][C:21]([CH2:34][CH2:35][C:36]2[CH:41]=[CH:40][C:39]([C:42]([O:44][CH3:45])=[O:43])=[CH:38][CH:37]=2)(C(OCC=C)=O)[C:22]([O:24]CC=C)=[O:23])[CH2:18][CH2:17]1)[CH3:12].C1(P(C2C=CC=CC=2)C2C=CC=CC=2)C=CC=CC=1. (5) Given the product [F:2][C:3]1[CH:8]=[C:7]2[C:6](=[CH:5][CH:4]=1)[NH:9][C:18]([C:19]1[CH:24]=[CH:23][CH:22]=[CH:21][CH:20]=1)=[C:17]2[C:11]1[CH:16]=[CH:15][CH:14]=[CH:13][CH:12]=1, predict the reactants needed to synthesize it. The reactants are: Cl.[F:2][C:3]1[CH:8]=[CH:7][C:6]([NH:9]N)=[CH:5][CH:4]=1.[C:11]1([C:17](=O)[CH2:18][C:19]2[CH:24]=[CH:23][CH:22]=[CH:21][CH:20]=2)[CH:16]=[CH:15][CH:14]=[CH:13][CH:12]=1.